Dataset: Forward reaction prediction with 1.9M reactions from USPTO patents (1976-2016). Task: Predict the product of the given reaction. (1) The product is: [NH2:23][C:21]1[N:20]=[CH:19][N:18]=[C:17]2[N:16]([CH2:2][C@H:3]([NH:5][C:6](=[O:12])[O:7][C:8]([CH3:11])([CH3:10])[CH3:9])[CH3:4])[N:15]=[C:14]([I:13])[C:22]=12. Given the reactants O[CH2:2][C@H:3]([NH:5][C:6](=[O:12])[O:7][C:8]([CH3:11])([CH3:10])[CH3:9])[CH3:4].[I:13][C:14]1[C:22]2[C:17](=[N:18][CH:19]=[N:20][C:21]=2[NH2:23])[NH:16][N:15]=1.C1C=CC(P(C2C=CC=CC=2)C2C=CC=CC=2)=CC=1.CC(OC(/N=N/C(OC(C)C)=O)=O)C, predict the reaction product. (2) Given the reactants N1C=CC=CC=1.Cl.CN(C)CCCN=C=NCC.[F:19][C:20]1[CH:26]=[C:25]([F:27])[CH:24]=[CH:23][C:21]=1[NH2:22].[N:28]1([C:34]2[N:35]=[C:36]([CH2:41][C:42]([O-])=[O:43])[NH:37][C:38](=[O:40])[CH:39]=2)[CH2:33][CH2:32][O:31][CH2:30][CH2:29]1.[Na+], predict the reaction product. The product is: [F:19][C:20]1[CH:26]=[C:25]([F:27])[CH:24]=[CH:23][C:21]=1[NH:22][C:42](=[O:43])[CH2:41][C:36]1[NH:37][C:38](=[O:40])[CH:39]=[C:34]([N:28]2[CH2:33][CH2:32][O:31][CH2:30][CH2:29]2)[N:35]=1. (3) Given the reactants [Br:1][C:2]1[CH:10]=[C:9]2[C:5]([CH2:6][N:7]([C@H:12]([CH:17](C)C)[C:13]([O:15][CH3:16])=[O:14])[C:8]2=[O:11])=[CH:4][CH:3]=1.Cl.COC(=O)[C@H](C)N, predict the reaction product. The product is: [Br:1][C:2]1[CH:10]=[C:9]2[C:5]([CH2:6][N:7]([C@@H:12]([CH3:17])[C:13]([O:15][CH3:16])=[O:14])[C:8]2=[O:11])=[CH:4][CH:3]=1.